This data is from Reaction yield outcomes from USPTO patents with 853,638 reactions. The task is: Predict the reaction yield, written as a fraction of the theoretical maximum amount of product (1.0 means a 100% yield; for example, 0.34 means a 34% yield). The reactants are [CH3:1][O:2][CH2:3][O:4][CH:5]([C:7]1[CH:8]=[CH:9][C:10]([CH3:13])=[N:11][CH:12]=1)[CH3:6].[CH2:14]=[O:15]. No catalyst specified. The product is [CH3:1][O:2][CH2:3][O:4][CH:5]([C:7]1[CH:8]=[CH:9][C:10]([CH2:13][CH2:14][OH:15])=[N:11][CH:12]=1)[CH3:6]. The yield is 0.170.